From a dataset of Catalyst prediction with 721,799 reactions and 888 catalyst types from USPTO. Predict which catalyst facilitates the given reaction. (1) Reactant: [NH2:1][C@@H:2]([CH3:17])[C@@H:3]([C:5]1[CH:6]=[CH:7][C:8]([OH:16])=[C:9]([NH:11][S:12]([CH3:15])(=[O:14])=[O:13])[CH:10]=1)[OH:4].[Cl:18][C:19]1[CH:20]=[C:21]([CH:24]=[C:25]([Cl:27])[CH:26]=1)[CH:22]=O.O. Product: [Cl:18][C:19]1[CH:20]=[C:21]([CH:24]=[C:25]([Cl:27])[CH:26]=1)[CH2:22][NH:1][C@@H:2]([CH3:17])[C@@H:3]([C:5]1[CH:6]=[CH:7][C:8]([OH:16])=[C:9]([NH:11][S:12]([CH3:15])(=[O:14])=[O:13])[CH:10]=1)[OH:4]. The catalyst class is: 5. (2) Reactant: [C:1]([C:5]1[CH:6]=[C:7]([CH:32]=[CH:33][CH:34]=1)[CH2:8][N:9]1[CH:17]2[CH:12]([CH:13]([CH2:20][C:21]3[CH:26]=[CH:25][C:24]([N+:27]([O-])=O)=[C:23]([F:30])[CH:22]=3)[CH2:14][S:15](=[O:19])(=[O:18])[CH2:16]2)[O:11][C:10]1=[O:31])([CH3:4])([CH3:3])[CH3:2]. Product: [NH2:27][C:24]1[CH:25]=[CH:26][C:21]([CH2:20][C@H:13]2[C@H:12]3[C@@H:17]([N:9]([CH2:8][C:7]4[CH:32]=[CH:33][CH:34]=[C:5]([C:1]([CH3:3])([CH3:4])[CH3:2])[CH:6]=4)[C:10](=[O:31])[O:11]3)[CH2:16][S:15](=[O:18])(=[O:19])[CH2:14]2)=[CH:22][C:23]=1[F:30]. The catalyst class is: 123. (3) Reactant: [C:1]([C:4]1[C:22](=[O:23])[C@@:8]2([CH3:24])[C:9]3[C:15]([OH:16])=[CH:14][C:13]([O:17][CH3:18])=[C:12]([C:19]([NH2:21])=[O:20])[C:10]=3[O:11][C:7]2=[CH:6][C:5]=1[OH:25])(=[O:3])[CH3:2].[CH2:26]([C:28]1[CH:37]=[CH:36][C:35]2[C:30](=[CH:31][CH:32]=[CH:33][CH:34]=2)[C:29]=1[CH:38]=O)[CH3:27].C([SiH](CC)CC)C.FC(F)(F)C(O)=O. Product: [C:1]([C:4]1[C:22](=[O:23])[C@@:8]2([CH3:24])[C:9]3[C:15]([OH:16])=[CH:14][C:13]([O:17][CH3:18])=[C:12]([C:19]([NH:21][CH2:38][C:29]4[C:30]5[C:35](=[CH:34][CH:33]=[CH:32][CH:31]=5)[CH:36]=[CH:37][C:28]=4[CH2:26][CH3:27])=[O:20])[C:10]=3[O:11][C:7]2=[CH:6][C:5]=1[OH:25])(=[O:3])[CH3:2]. The catalyst class is: 10. (4) Reactant: [N:1]1[CH:6]=[CH:5][CH:4]=[CH:3][CH:2]=1.[Br:7][CH2:8][C:9]([OH:11])=[O:10]. Product: [Br-:7].[C:9]([CH2:8][NH+:1]1[CH:6]=[CH:5][CH:4]=[CH:3][CH2:2]1)([OH:11])=[O:10]. The catalyst class is: 13. (5) Reactant: [F:1][C:2]([F:7])([F:6])[C:3](O)=[O:4].[CH3:8][S:9]([N:12]1[CH2:17][CH2:16][N:15](C(OC(C)(C)C)=O)[CH2:14][CH2:13]1)(=[O:11])=[O:10]. Product: [F:1][C:2]([F:7])([F:6])[C:3]([N:15]1[CH2:16][CH2:17][N:12]([S:9]([CH3:8])(=[O:11])=[O:10])[CH2:13][CH2:14]1)=[O:4]. The catalyst class is: 4.